Dataset: Microsomal clearance measurements from AstraZeneca. Task: Regression/Classification. Given a drug SMILES string, predict its absorption, distribution, metabolism, or excretion properties. Task type varies by dataset: regression for continuous measurements (e.g., permeability, clearance, half-life) or binary classification for categorical outcomes (e.g., BBB penetration, CYP inhibition). For this dataset (clearance_microsome_az), we predict log10(clearance) (log10 of the in vitro intrinsic clearance, CLint, in uL/min per mg of human liver microsomal protein, equivalently mL/min/g; values are censored to the assay range of 3 to 150, which is 0.477 to 2.18 on this log10 scale). The molecule is CCOc1ccccc1CNCc1cccc(CCNC[C@H](O)c2ccc(O)c3[nH]c(=O)sc23)c1. The log10(clearance) is 1.64.